This data is from Forward reaction prediction with 1.9M reactions from USPTO patents (1976-2016). The task is: Predict the product of the given reaction. (1) Given the reactants I[CH2:2][CH:3]1[CH2:7][C:6]2[CH:8]=[C:9]([C:12]([F:15])([F:14])[F:13])[CH:10]=[CH:11][C:5]=2[O:4]1.C(=O)([O-])[O-].[K+].[K+].[NH:22]1[CH2:27][CH2:26][NH:25][CH2:24][CH2:23]1, predict the reaction product. The product is: [F:13][C:12]([F:15])([F:14])[C:9]1[CH:10]=[CH:11][C:5]2[O:4][CH:3]([CH2:2][N:22]3[CH2:27][CH2:26][NH:25][CH2:24][CH2:23]3)[CH2:7][C:6]=2[CH:8]=1. (2) Given the reactants [CH2:1]([O:3][C:4]([C:6]1([C:9]2[CH:14]=[CH:13][C:12]([C:15]3[CH:20]=[CH:19][C:18]([C:21]4[CH:22]=[N:23][N:24]([CH3:28])[C:25]=4[CH:26]=[O:27])=[CH:17][CH:16]=3)=[CH:11][CH:10]=2)[CH2:8][CH2:7]1)=[O:5])[CH3:2].[C:29]([Mg]Br)#[CH:30], predict the reaction product. The product is: [CH2:1]([O:3][C:4]([C:6]1([C:9]2[CH:10]=[CH:11][C:12]([C:15]3[CH:20]=[CH:19][C:18]([C:21]4[CH:22]=[N:23][N:24]([CH3:28])[C:25]=4[CH:26]([OH:27])[C:29]#[CH:30])=[CH:17][CH:16]=3)=[CH:13][CH:14]=2)[CH2:8][CH2:7]1)=[O:5])[CH3:2].